Predict the product of the given reaction. From a dataset of Forward reaction prediction with 1.9M reactions from USPTO patents (1976-2016). (1) Given the reactants [F:1][C:2]1[CH:7]=[CH:6][C:5]([O:8][CH3:9])=[CH:4][C:3]=1[C:10]1[N:15]=[C:14]([O:16][CH3:17])[C:13]([CH2:18][OH:19])=[CH:12][C:11]=1[O:20][CH2:21][CH:22]([CH3:24])[CH3:23].[CH:25]1([CH:28]([C:34]2[CH:39]=[CH:38][CH:37]=[C:36](O)[CH:35]=2)[CH2:29][C:30]([O:32][CH3:33])=[O:31])[CH2:27][CH2:26]1.N(C(N1CCCCC1)=O)=NC(N1CCCCC1)=O.C(P(CCCC)CCCC)CCC, predict the reaction product. The product is: [CH:25]1([CH:28]([C:34]2[CH:35]=[CH:36][CH:37]=[C:38]([O:19][CH2:18][C:13]3[C:14]([O:16][CH3:17])=[N:15][C:10]([C:3]4[CH:4]=[C:5]([O:8][CH3:9])[CH:6]=[CH:7][C:2]=4[F:1])=[C:11]([O:20][CH2:21][CH:22]([CH3:24])[CH3:23])[CH:12]=3)[CH:39]=2)[CH2:29][C:30]([O:32][CH3:33])=[O:31])[CH2:26][CH2:27]1. (2) Given the reactants [CH:1]([C:4]1[CH:13]=[C:12]2[C:7]([C:8](=[O:20])[N:9]([NH:15][S:16]([CH3:19])(=[O:18])=[O:17])[C:10](=[O:14])[NH:11]2)=[CH:6][C:5]=1[C:21]1[N:22]([CH3:26])[N:23]=[CH:24][CH:25]=1)([CH3:3])[CH3:2].[C:27](Cl)(=[O:30])[CH2:28][CH3:29], predict the reaction product. The product is: [CH:1]([C:4]1[CH:13]=[C:12]2[C:7]([C:8](=[O:20])[N:9]([N:15]([C:8](=[O:20])[CH2:7][CH3:6])[S:16]([CH3:19])(=[O:17])=[O:18])[C:10](=[O:14])[N:11]2[C:27](=[O:30])[CH2:28][CH3:29])=[CH:6][C:5]=1[C:21]1[N:22]([CH3:26])[N:23]=[CH:24][CH:25]=1)([CH3:3])[CH3:2]. (3) The product is: [Cl:17][C:5]1[C:6]([C:8]2[N:12]3[CH:13]=[CH:14][CH:15]=[CH:16][C:11]3=[N:10][CH:9]=2)=[N:7][C:2]([NH:18][C:19]2[CH:24]=[CH:23][C:22]([CH:25]3[CH2:26][CH2:27][NH:28][CH2:29][CH2:30]3)=[CH:21][C:20]=2[O:34][CH3:35])=[N:3][CH:4]=1. Given the reactants Cl[C:2]1[N:7]=[C:6]([C:8]2[N:12]3[CH:13]=[CH:14][CH:15]=[CH:16][C:11]3=[N:10][CH:9]=2)[C:5]([Cl:17])=[CH:4][N:3]=1.[NH2:18][C:19]1[CH:24]=[CH:23][C:22]([CH:25]2[CH2:30][CH2:29][N:28](C(=O)C)[CH2:27][CH2:26]2)=[CH:21][C:20]=1[O:34][CH3:35].C1(C)C=CC(S(O)(=O)=O)=CC=1, predict the reaction product. (4) Given the reactants [Cl:1][C:2]1[C:3]2[N:4]([CH:12]=[C:13]([C:15]([OH:17])=O)[N:14]=2)[CH:5]=[C:6]([C:8]([F:11])([F:10])[F:9])[CH:7]=1.[Cl:18][C:19]1[CH:24]=[CH:23][C:22]([O:25][CH3:26])=[CH:21][C:20]=1[S:27]([NH2:30])(=[O:29])=[O:28], predict the reaction product. The product is: [Cl:1][C:2]1[C:3]2[N:4]([CH:12]=[C:13]([C:15]([NH:30][S:27]([C:20]3[CH:21]=[C:22]([O:25][CH3:26])[CH:23]=[CH:24][C:19]=3[Cl:18])(=[O:29])=[O:28])=[O:17])[N:14]=2)[CH:5]=[C:6]([C:8]([F:9])([F:10])[F:11])[CH:7]=1.